This data is from Peptide-MHC class I binding affinity with 185,985 pairs from IEDB/IMGT. The task is: Regression. Given a peptide amino acid sequence and an MHC pseudo amino acid sequence, predict their binding affinity value. This is MHC class I binding data. The peptide sequence is YNLRRGTAL. The MHC is HLA-B14:02 with pseudo-sequence HLA-B14:02. The binding affinity (normalized) is 0.936.